The task is: Predict the product of the given reaction.. This data is from Forward reaction prediction with 1.9M reactions from USPTO patents (1976-2016). Given the reactants [CH:1]1([C:7]2[C:8]3[CH:9]=[CH:10][C:11](C(OC)=O)=[CH:12][C:13]=3[N:14]3[C:21]=2[C:20]2C=[CH:23][CH:24]=[CH:25][C:19]=2[O:18][CH2:17][CH:16]([CH2:26][OH:27])[CH2:15]3)[CH2:6][CH2:5][CH2:4][CH2:3][CH2:2]1.C[CH2:33][O:34][C:35]([CH3:37])=[O:36], predict the reaction product. The product is: [CH:1]1([C:7]2[C:8]3[CH:9]=[CH:10][CH:11]=[CH:12][C:13]=3[N:14]3[C:21]=2[C:20]2=[C:37]([C:35]([O:34][CH3:33])=[O:36])[CH:23]=[CH:24][CH:25]=[C:19]2[O:18][CH2:17][CH:16]([CH:26]=[O:27])[CH2:15]3)[CH2:2][CH2:3][CH2:4][CH2:5][CH2:6]1.